From a dataset of Catalyst prediction with 721,799 reactions and 888 catalyst types from USPTO. Predict which catalyst facilitates the given reaction. (1) Product: [Br:1][C:2]1[CH:11]=[C:10]2[C:5]([N:6]=[CH:7][C:8]([N:13]3[CH2:18][CH2:17][O:16][CH2:15][CH2:14]3)=[N:9]2)=[CH:4][CH:3]=1. The catalyst class is: 23. Reactant: [Br:1][C:2]1[CH:11]=[C:10]2[C:5]([N:6]=[CH:7][C:8](Cl)=[N:9]2)=[CH:4][CH:3]=1.[NH:13]1[CH2:18][CH2:17][O:16][CH2:15][CH2:14]1.C([O-])([O-])=O.[K+].[K+]. (2) Reactant: [NH2:1][C:2]1[CH:3]=[C:4]([C:8]2[CH:17]=[N:16][C:15]3[C:14]([N:18]4[CH2:23][CH2:22][O:21][CH2:20][CH2:19]4)=[N:13][C:12]([C:24]4[CH:25]=[N:26][C:27]([NH:30][C:31](=[O:37])[O:32][C:33]([CH3:36])([CH3:35])[CH3:34])=[N:28][CH:29]=4)=[N:11][C:10]=3[CH:9]=2)[CH:5]=[CH:6][CH:7]=1.N1C=CC=CC=1.[F:44][C:45]1[CH:50]=[CH:49][C:48]([S:51](Cl)(=[O:53])=[O:52])=[CH:47][CH:46]=1. Product: [F:44][C:45]1[CH:50]=[CH:49][C:48]([S:51]([NH:1][C:2]2[CH:3]=[C:4]([C:8]3[CH:17]=[N:16][C:15]4[C:14]([N:18]5[CH2:23][CH2:22][O:21][CH2:20][CH2:19]5)=[N:13][C:12]([C:24]5[CH:25]=[N:26][C:27]([NH:30][C:31](=[O:37])[O:32][C:33]([CH3:34])([CH3:36])[CH3:35])=[N:28][CH:29]=5)=[N:11][C:10]=4[CH:9]=3)[CH:5]=[CH:6][CH:7]=2)(=[O:53])=[O:52])=[CH:47][CH:46]=1. The catalyst class is: 254.